From a dataset of Reaction yield outcomes from USPTO patents with 853,638 reactions. Predict the reaction yield, written as a fraction of the theoretical maximum amount of product (1.0 means a 100% yield; for example, 0.34 means a 34% yield). The reactants are [CH3:1][S:2]([CH3:4])=[O:3].[CH3:5]N(P(N(C)C)(N(C)C)=O)C.[Li][CH2:17][CH2:18][CH2:19][CH3:20].Br[CH2:22][C:23]1[C:24]([C:45]2[CH:50]=[CH:49][CH:48]=[CH:47][CH:46]=2)=[N:25][C:26]2[C:31]([C:32]=1[C:33]([NH2:35])=[O:34])=[C:30]([C@H](C1C=CC=CC=1)CC)[CH:29]=[CH:28][CH:27]=2.[CH2:51]1[CH2:55]O[CH2:53][CH2:52]1. No catalyst specified. The product is [CH3:1][S:2]([CH2:4][CH2:22][C:23]1[C:24]([C:45]2[CH:50]=[CH:49][CH:48]=[CH:47][CH:46]=2)=[N:25][C:26]2[C:31]([C:32]=1[C:33]([NH:35][C@H:18]([C:19]1[CH:20]=[CH:55][CH:51]=[CH:52][CH:53]=1)[CH2:17][CH3:5])=[O:34])=[CH:30][CH:29]=[CH:28][CH:27]=2)=[O:3]. The yield is 0.850.